From a dataset of Full USPTO retrosynthesis dataset with 1.9M reactions from patents (1976-2016). Predict the reactants needed to synthesize the given product. Given the product [Cl:25][C:26]1[CH:31]=[CH:30][C:29]([CH2:32][CH2:33][CH2:34][N:20]2[CH2:21][CH2:22][O:23][C@@H:18]([CH2:17][NH:16][C:14](=[O:15])[CH2:13][C:11]3[N:12]=[C:8]([C:5]4[CH:4]=[CH:3][C:2]([F:1])=[CH:7][CH:6]=4)[O:9][C:10]=3[CH3:24])[CH2:19]2)=[CH:28][CH:27]=1, predict the reactants needed to synthesize it. The reactants are: [F:1][C:2]1[CH:7]=[CH:6][C:5]([C:8]2[O:9][C:10]([CH3:24])=[C:11]([CH2:13][C:14]([NH:16][CH2:17][C@@H:18]3[O:23][CH2:22][CH2:21][NH:20][CH2:19]3)=[O:15])[N:12]=2)=[CH:4][CH:3]=1.[Cl:25][C:26]1[CH:31]=[CH:30][C:29]([CH2:32][CH2:33][CH:34]=O)=[CH:28][CH:27]=1.C(O)(=O)C.C(O[BH-](OC(=O)C)OC(=O)C)(=O)C.[Na+].